Dataset: Forward reaction prediction with 1.9M reactions from USPTO patents (1976-2016). Task: Predict the product of the given reaction. (1) Given the reactants [Br:1][C:2]1[N:7]=[CH:6][C:5]([CH:8]=O)=[CH:4][CH:3]=1.[CH3:10][O:11][CH2:12][CH2:13][NH2:14].C(O[BH-](OC(=O)C)OC(=O)C)(=O)C.[Na+].[NH4+].[Cl-], predict the reaction product. The product is: [Br:1][C:2]1[N:7]=[CH:6][C:5]([CH2:8][NH:14][CH2:13][CH2:12][O:11][CH3:10])=[CH:4][CH:3]=1. (2) Given the reactants [OH-:1].[Na+].[C:3](=[O:6])([O-])[O-].[K+].[K+].[NH2:9][C@@H:10]([CH2:14][CH3:15])[C:11](O)=O.[CH2:16](Br)[C:17]1[CH:22]=[CH:21][CH:20]=[CH:19][CH:18]=1, predict the reaction product. The product is: [CH2:16]([N:9]([CH2:16][C:17]1[CH:22]=[CH:21][CH:20]=[CH:19][CH:18]=1)[C@@H:10]([CH2:14][CH3:15])[C:11]([O:6][CH2:3][C:17]1[CH:22]=[CH:21][CH:20]=[CH:19][CH:18]=1)=[O:1])[C:17]1[CH:22]=[CH:21][CH:20]=[CH:19][CH:18]=1. (3) Given the reactants [CH2:1]([O:8][C:9]1[C:10]([NH2:16])=[N:11][CH:12]=[C:13](Br)[CH:14]=1)[C:2]1[CH:7]=[CH:6][CH:5]=[CH:4][CH:3]=1.CC1(C)C(C)(C)OB(C2C=CC([C:29]([OH:31])=[O:30])=CC=2)O1, predict the reaction product. The product is: [NH2:16][C:10]1[C:9]([O:8][CH2:1][C:2]2[CH:7]=[CH:6][CH:5]=[CH:4][CH:3]=2)=[CH:14][C:13]([C:29]([OH:31])=[O:30])=[CH:12][N:11]=1. (4) Given the reactants [CH:1]1([CH2:4][O:5][C:6]2[N:11]=[C:10]([C:12]([OH:14])=O)[CH:9]=[CH:8][C:7]=2[C:15]2([F:19])[CH2:18][CH2:17][CH2:16]2)[CH2:3][CH2:2]1.[NH2:20][C:21]1([CH2:25][C:26]([NH2:28])=[O:27])[CH2:24][O:23][CH2:22]1.CCN(C(C)C)C(C)C, predict the reaction product. The product is: [NH2:28][C:26](=[O:27])[CH2:25][C:21]1([NH:20][C:12]([C:10]2[CH:9]=[CH:8][C:7]([C:15]3([F:19])[CH2:18][CH2:17][CH2:16]3)=[C:6]([O:5][CH2:4][CH:1]3[CH2:2][CH2:3]3)[N:11]=2)=[O:14])[CH2:24][O:23][CH2:22]1. (5) Given the reactants [Cl:1][C:2]1[CH:7]=[C:6]([O:8][CH2:9][CH3:10])[CH:5]=[CH:4][C:3]=1[F:11].[Li+].CC([N-]C(C)C)C.CN([CH:23]=[O:24])C, predict the reaction product. The product is: [Cl:1][C:2]1[C:3]([F:11])=[CH:4][CH:5]=[C:6]([O:8][CH2:9][CH3:10])[C:7]=1[CH:23]=[O:24]. (6) Given the reactants [Cl:1][C:2]1[C:6]([N:7]([CH2:15][C:16]#[CH:17])C(=O)OC(C)(C)C)=[CH:5][N:4]([C:18]2[CH:19]=[N:20][CH:21]=[CH:22][CH:23]=2)[N:3]=1.FC(F)(F)C(O)=O, predict the reaction product. The product is: [Cl:1][C:2]1[C:6]([NH:7][CH2:15][C:16]#[CH:17])=[CH:5][N:4]([C:18]2[CH:19]=[N:20][CH:21]=[CH:22][CH:23]=2)[N:3]=1.